Dataset: Full USPTO retrosynthesis dataset with 1.9M reactions from patents (1976-2016). Task: Predict the reactants needed to synthesize the given product. (1) Given the product [Cl:1][C:2]1[NH:10][C:9]2[C:8](=[O:11])[N:7]([CH2:12][CH2:13][CH2:14][CH2:15][C:16]3[N:19]=[C:36]([C:33]4[CH:34]=[CH:35][S:31][CH:32]=4)[O:18][N:17]=3)[C:6](=[O:21])[N:5]([CH2:22][CH2:23][CH2:24][CH2:25][CH3:26])[C:4]=2[N:3]=1, predict the reactants needed to synthesize it. The reactants are: [Cl:1][C:2]1[NH:10][C:9]2[C:8](=[O:11])[N:7]([CH2:12][CH2:13][CH2:14][CH2:15]/[C:16](=[N:19]/[H])/[NH:17][OH:18])[C:6](=[O:21])[N:5]([CH2:22][CH2:23][CH2:24][CH2:25][CH3:26])[C:4]=2[N:3]=1.CC[O-].[Na+].[S:31]1[CH:35]=[CH:34][C:33]([C:36](OCC)=O)=[CH:32]1. (2) Given the product [CH:8]1([CH2:11][CH2:12][NH:13][C:14]2[N:22]=[C:21]3[C:17]([N:18]=[C:19]([O:23][CH3:24])[N:20]3[CH2:37][CH:38]3[CH2:43][CH2:42][CH2:41][O:40][CH2:39]3)=[C:16]([NH2:25])[N:15]=2)[CH2:10][CH2:9]1, predict the reactants needed to synthesize it. The reactants are: FC(F)(F)C(O)=O.[CH:8]1([CH2:11][CH2:12][NH:13][C:14]2[N:22]=[C:21]3[C:17]([N:18]=[C:19]([O:23][CH3:24])[NH:20]3)=[C:16]([NH2:25])[N:15]=2)[CH2:10][CH2:9]1.C(=O)([O-])[O-].[K+].[K+].CS(O[CH2:37][CH:38]1[CH2:43][CH2:42][CH2:41][O:40][CH2:39]1)(=O)=O. (3) Given the product [N:9]1[N:8]2[C:3]3[CH:4]=[CH:5][CH:6]=[CH:7][C:2]=3[O:19][C:14]3[CH:15]=[CH:16][CH:17]=[CH:18][C:13]=3[C:12]2=[CH:11][CH:10]=1, predict the reactants needed to synthesize it. The reactants are: F[C:2]1[CH:7]=[CH:6][CH:5]=[CH:4][C:3]=1[N:8]1[C:12]([C:13]2[CH:18]=[CH:17][CH:16]=[CH:15][C:14]=2[OH:19])=[CH:11][CH:10]=[N:9]1.C([O-])([O-])=O.[K+].[K+].O. (4) Given the product [C:23]([O:27][C:28]([NH:2][C@@H:3]([CH2:8][CH2:9][CH2:10][C:11]([CH3:16])([N+:13]([O-:15])=[O:14])[CH3:12])[C:4]([O:6][CH3:7])=[O:5])=[O:29])([CH3:26])([CH3:25])[CH3:24], predict the reactants needed to synthesize it. The reactants are: Cl.[NH2:2][C@@H:3]([CH2:8][CH2:9][CH2:10][C:11]([CH3:16])([N+:13]([O-:15])=[O:14])[CH3:12])[C:4]([O:6][CH3:7])=[O:5].O.C(=O)([O-])O.[Na+].[C:23]([O:27][C:28](O[C:28]([O:27][C:23]([CH3:26])([CH3:25])[CH3:24])=[O:29])=[O:29])([CH3:26])([CH3:25])[CH3:24]. (5) Given the product [Cl:1][C:2]1[CH:11]=[CH:10][C:9]2[N:8]=[C:7]([CH2:12][CH2:13][CH2:14][CH2:15][C:16]3[N:36]=[N:37][NH:38][N:17]=3)[CH:6]=[CH:5][C:4]=2[C:3]=1[C:18]([NH:20][CH2:21][C:22]12[CH2:29][CH:28]3[CH2:27][CH:26]([CH2:25][CH:24]([CH2:30]3)[CH2:23]1)[CH2:31]2)=[O:19], predict the reactants needed to synthesize it. The reactants are: [Cl:1][C:2]1[CH:11]=[CH:10][C:9]2[N:8]=[C:7]([CH2:12][CH2:13][CH2:14][CH2:15][C:16]#[N:17])[CH:6]=[CH:5][C:4]=2[C:3]=1[C:18]([NH:20][CH2:21][C:22]12[CH2:31][CH:26]3[CH2:27][CH:28]([CH2:30][CH:24]([CH2:25]3)[CH2:23]1)[CH2:29]2)=[O:19].C[Si]([N:36]=[N+:37]=[N-:38])(C)C.C([Sn](=O)CCCC)CCC. (6) Given the product [Cl:40][C:25]1[CH:24]=[C:23]([NH:22][C:19]2[C:20]3[N:12]([CH2:11][CH2:10][OH:9])[CH:13]=[CH:14][C:15]=3[N:16]=[CH:17][N:18]=2)[CH:39]=[CH:38][C:26]=1[O:27][C:28]1[CH:36]=[CH:35][CH:34]=[C:33]2[C:29]=1[CH2:30][C:31](=[O:37])[NH:32]2, predict the reactants needed to synthesize it. The reactants are: C([O:9][CH2:10][CH2:11][N:12]1[C:20]2[C:19](Cl)=[N:18][CH:17]=[N:16][C:15]=2[CH:14]=[CH:13]1)(=O)C1C=CC=CC=1.[NH2:22][C:23]1[CH:39]=[CH:38][C:26]([O:27][C:28]2[CH:36]=[CH:35][CH:34]=[C:33]3[C:29]=2[CH2:30][C:31](=[O:37])[NH:32]3)=[C:25]([Cl:40])[CH:24]=1.C(=O)([O-])O.[Na+]. (7) Given the product [Br:1][C:2]1[CH:3]=[C:4]2[C:8](=[CH:9][CH:10]=1)[CH:7]([NH:19][CH:16]1[CH2:17][CH2:18][C:13]([CH3:20])([CH3:12])[CH2:14][CH2:15]1)[CH2:6][CH2:5]2, predict the reactants needed to synthesize it. The reactants are: [Br:1][C:2]1[CH:3]=[C:4]2[C:8](=[CH:9][CH:10]=1)[C:7](=O)[CH2:6][CH2:5]2.[CH3:12][C:13]1([CH3:20])[CH2:18][CH2:17][CH:16]([NH2:19])[CH2:15][CH2:14]1.[BH3-]C#N.[Na+].O. (8) Given the product [C:21]([C:20]1[CH:23]=[C:24]([CH3:27])[CH:25]=[CH:26][C:19]=1[CH2:18][O:1][C:2]1[N:6]([C:7]2[CH:12]=[C:11]([C:13]([O:15][CH3:16])=[O:14])[CH:10]=[CH:9][N:8]=2)[N:5]=[CH:4][CH:3]=1)#[N:22], predict the reactants needed to synthesize it. The reactants are: [OH:1][C:2]1[N:6]([C:7]2[CH:12]=[C:11]([C:13]([O:15][CH3:16])=[O:14])[CH:10]=[CH:9][N:8]=2)[N:5]=[CH:4][CH:3]=1.O[CH2:18][C:19]1[CH:26]=[CH:25][C:24]([CH3:27])=[CH:23][C:20]=1[C:21]#[N:22]. (9) Given the product [CH2:7]([N:14]1[CH:18]=[C:17]([C:19]2[C:27]3[C:22](=[N:23][CH:24]=[CH:25][N:26]=3)[NH:21][CH:20]=2)[N:16]=[N:15]1)[C:8]1[CH:13]=[CH:12][CH:11]=[CH:10][CH:9]=1, predict the reactants needed to synthesize it. The reactants are: C(=O)([O-])[O-].[K+].[K+].[CH2:7]([N:14]1[CH:18]=[C:17]([C:19]2[C:27]3[C:22](=[N:23][CH:24]=[CH:25][N:26]=3)[N:21](C(OC(C)(C)C)=O)[CH:20]=2)[N:16]=[N:15]1)[C:8]1[CH:13]=[CH:12][CH:11]=[CH:10][CH:9]=1.